Dataset: Full USPTO retrosynthesis dataset with 1.9M reactions from patents (1976-2016). Task: Predict the reactants needed to synthesize the given product. Given the product [Cl:18][C:4]1[C:3]([CH2:19][CH3:20])=[C:2]([B:37]2[O:41][C:40]([CH3:43])([CH3:42])[C:39]([CH3:45])([CH3:44])[O:38]2)[CH:17]=[CH:16][C:5]=1[O:6][CH2:7][CH2:8][N:9]1[CH2:14][CH2:13][N:12]([CH3:15])[CH2:11][CH2:10]1, predict the reactants needed to synthesize it. The reactants are: Br[C:2]1[CH:17]=[CH:16][C:5]([O:6][CH2:7][CH2:8][N:9]2[CH2:14][CH2:13][N:12]([CH3:15])[CH2:11][CH2:10]2)=[C:4]([Cl:18])[C:3]=1[CH2:19][CH3:20].C(=O)=O.CC(C)=O.[Li]CCCC.C(O[B:37]1[O:41][C:40]([CH3:43])([CH3:42])[C:39]([CH3:45])([CH3:44])[O:38]1)(C)C.